Dataset: CYP2D6 inhibition data for predicting drug metabolism from PubChem BioAssay. Task: Regression/Classification. Given a drug SMILES string, predict its absorption, distribution, metabolism, or excretion properties. Task type varies by dataset: regression for continuous measurements (e.g., permeability, clearance, half-life) or binary classification for categorical outcomes (e.g., BBB penetration, CYP inhibition). Dataset: cyp2d6_veith. (1) The compound is CCCCCn1c(CN2CCCCC2C)nc2c1c(=O)n(C)c(=O)n2C. The result is 1 (inhibitor). (2) The molecule is COc1ccc2[nH]cc(CCNc3cc(-c4ccccc4OC)ncn3)c2c1. The result is 1 (inhibitor). (3) The drug is C=C1c2c(Cl)ccc(O)c2C(O)=C2C(=O)[C@@]3(O)C(O)=C(C(N)=O)C(=O)[C@@H](N(C)C)[C@@H]3[C@@H](O)[C@H]12.O=C(O)c1cc(S(=O)(=O)O)ccc1O. The result is 0 (non-inhibitor). (4) The molecule is COC(=O)/C=C\c1cc(O)ccc1O. The result is 0 (non-inhibitor). (5) The compound is O=C(O)c1ccccc1C(=O)Nc1nccs1. The result is 0 (non-inhibitor).